Dataset: Forward reaction prediction with 1.9M reactions from USPTO patents (1976-2016). Task: Predict the product of the given reaction. (1) Given the reactants [CH3:1][CH:2]1[CH2:7][NH:6][CH2:5][CH2:4][NH:3]1.Br[C:9]1[S:10][CH:11]=[CH:12][N:13]=1.Cl, predict the reaction product. The product is: [CH3:1][CH:2]1[NH:3][CH2:4][CH2:5][N:6]([C:9]2[S:10][CH:11]=[CH:12][N:13]=2)[CH2:7]1. (2) Given the reactants [CH:1]1[C:14]2[C:5](=[CH:6][C:7]3[C:12]([C:13]=2[CH2:15][N:16]([CH2:28][CH3:29])[CH2:17][CH2:18][CH2:19][NH:20][CH2:21][CH2:22][CH2:23][NH:24][C:25](=[O:27])[CH3:26])=[CH:11][CH:10]=[CH:9][CH:8]=3)[CH:4]=[CH:3][CH:2]=1.[ClH:30], predict the reaction product. The product is: [ClH:30].[CH:1]1[C:14]2[C:5](=[CH:6][C:7]3[C:12]([C:13]=2[CH2:15][N:16]([CH2:28][CH3:29])[CH2:17][CH2:18][CH2:19][NH:20][CH2:21][CH2:22][CH2:23][NH:24][C:25](=[O:27])[CH3:26])=[CH:11][CH:10]=[CH:9][CH:8]=3)[CH:4]=[CH:3][CH:2]=1. (3) Given the reactants N#N.[C:3]1([C:9]2[O:13][CH:12]=[N:11][C:10]=2[C:14]([OH:16])=O)[CH:8]=[CH:7][CH:6]=[CH:5][CH:4]=1.C1C=CC2N(O)N=NC=2C=1.CCN=C=NCCCN(C)C.Cl.CCN(C(C)C)C(C)C.Cl.[NH2:49][C:50]1[N:51]=[C:52]([CH2:55][C:56]2[O:60][C:59]([C:61](=[O:63])[CH3:62])=[CH:58][CH:57]=2)[S:53][CH:54]=1, predict the reaction product. The product is: [C:61]([C:59]1[O:60][C:56]([CH2:55][C:52]2[S:53][CH:54]=[C:50]([NH:49][C:14]([C:10]3[N:11]=[CH:12][O:13][C:9]=3[C:3]3[CH:4]=[CH:5][CH:6]=[CH:7][CH:8]=3)=[O:16])[N:51]=2)=[CH:57][CH:58]=1)(=[O:63])[CH3:62]. (4) Given the reactants [NH2:1][C:2]1[C:7]2[N:8]([CH3:12])[C:9](=[O:11])[NH:10][C:6]=2[CH:5]=[CH:4][N:3]=1.[CH:13](=O)[CH2:14][CH3:15].[C:17](O)(=O)[CH3:18].[C:21](O[BH-](OC(=O)C)OC(=O)C)(=O)C.[Na+], predict the reaction product. The product is: [CH2:13]([N:1]([CH2:21][CH2:17][CH3:18])[C:2]1[C:7]2[N:8]([CH3:12])[C:9](=[O:11])[NH:10][C:6]=2[CH:5]=[CH:4][N:3]=1)[CH2:14][CH3:15]. (5) Given the reactants Br[C:2]1[CH:3]=[N:4][CH:5]=[C:6]([CH:18]=1)[C:7]([NH:9][C:10]1[CH:15]=[C:14]([F:16])[CH:13]=[C:12]([F:17])[CH:11]=1)=[O:8].[NH:19]1[CH2:23][CH2:22][C@H:21]2[CH2:24][N:25]([C:27]([O:29][C:30]([CH3:33])([CH3:32])[CH3:31])=[O:28])[CH2:26][C@@H:20]12, predict the reaction product. The product is: [F:17][C:12]1[CH:11]=[C:10]([NH:9][C:7]([C:6]2[CH:18]=[C:2]([N:19]3[C@H:20]4[C@H:21]([CH2:24][N:25]([C:27]([O:29][C:30]([CH3:33])([CH3:32])[CH3:31])=[O:28])[CH2:26]4)[CH2:22][CH2:23]3)[CH:3]=[N:4][CH:5]=2)=[O:8])[CH:15]=[C:14]([F:16])[CH:13]=1.